Dataset: Full USPTO retrosynthesis dataset with 1.9M reactions from patents (1976-2016). Task: Predict the reactants needed to synthesize the given product. (1) Given the product [CH3:12][N:4]1[CH:5]=[C:6]([CH2:7][C:8]([O:10][CH3:11])=[O:9])[C:2]([O:1][CH2:14][C:15]2[O:19][N:18]=[C:17]([O:20][CH2:21][C:22]3[CH:31]=[CH:30][C:29]4[C:24](=[CH:25][CH:26]=[CH:27][CH:28]=4)[N:23]=3)[CH:16]=2)=[N:3]1, predict the reactants needed to synthesize it. The reactants are: [OH:1][C:2]1[C:6]([CH2:7][C:8]([O:10][CH3:11])=[O:9])=[CH:5][N:4]([CH3:12])[N:3]=1.Cl[CH2:14][C:15]1[O:19][N:18]=[C:17]([O:20][CH2:21][C:22]2[CH:31]=[CH:30][C:29]3[C:24](=[CH:25][CH:26]=[CH:27][CH:28]=3)[N:23]=2)[CH:16]=1.C(=O)([O-])[O-].[K+].[K+].CN(C)C=O. (2) Given the product [F:23][C:20]([F:22])([F:21])[C:15]1[CH:16]=[CH:17][CH:18]=[CH:19][C:14]=1[CH2:13][N:10]1[C:11](=[O:12])[C:6]([C:4]([NH:28][CH2:29][C:30]([OH:32])=[O:31])=[O:5])=[C:7]([OH:27])[C:8]2=[CH:26][CH:25]=[CH:24][N:9]12, predict the reactants needed to synthesize it. The reactants are: C(O[C:4]([C:6]1[C:11](=[O:12])[N:10]([CH2:13][C:14]2[CH:19]=[CH:18][CH:17]=[CH:16][C:15]=2[C:20]([F:23])([F:22])[F:21])[N:9]2[CH:24]=[CH:25][CH:26]=[C:8]2[C:7]=1[OH:27])=[O:5])C.[NH2:28][CH2:29][C:30]([O-:32])=[O:31].[Na+]. (3) Given the product [Cl:50][C:42]1[CH:43]=[C:44]([C:46]([F:47])([F:48])[F:49])[CH:45]=[C:40]([Cl:39])[C:41]=1[N:51]1[C:55]([NH:56][CH2:57][C:58]2[CH:63]=[N:62][CH:61]=[CH:60][N:59]=2)=[C:54]([S:3][C:2]([F:7])([F:6])[F:1])[C:53]([C:64]#[N:65])=[N:52]1, predict the reactants needed to synthesize it. The reactants are: [F:1][C:2]([F:7])([F:6])[S:3]([O-])=O.[K+].C1(C)C=CC(S(O)(=O)=O)=CC=1.CNC.O.C1(C)C=CC(S(O)(=O)=O)=CC=1.S(Cl)(Cl)=O.[Cl:39][C:40]1[CH:45]=[C:44]([C:46]([F:49])([F:48])[F:47])[CH:43]=[C:42]([Cl:50])[C:41]=1[N:51]1[C:55]([NH:56][CH2:57][C:58]2[CH:63]=[N:62][CH:61]=[CH:60][N:59]=2)=[CH:54][C:53]([C:64]#[N:65])=[N:52]1.C(=O)([O-])O.[Na+].